This data is from Reaction yield outcomes from USPTO patents with 853,638 reactions. The task is: Predict the reaction yield, written as a fraction of the theoretical maximum amount of product (1.0 means a 100% yield; for example, 0.34 means a 34% yield). (1) The reactants are [CH3:1][S:2]([CH2:5][N:6]1[C:14]2[CH:13]=[C:12]([NH:15][C:16](=[O:22])OC(C)(C)C)[N:11]=[CH:10][C:9]=2[CH:8]=[CH:7]1)(=[O:4])=[O:3].N1C=CC=CC=1.ClC([C:32]1[CH:41]=[CH:40][C:35]([C:36]([O:38][CH3:39])=[O:37])=[CH:34][CH:33]=1)=O. The catalyst is Cl.O1CCOCC1. The product is [CH3:1][S:2]([CH2:5][N:6]1[C:14]2[CH:13]=[C:12]([NH:15][C:16]([C:32]3[CH:41]=[CH:40][C:35]([C:36]([O:38][CH3:39])=[O:37])=[CH:34][CH:33]=3)=[O:22])[N:11]=[CH:10][C:9]=2[CH:8]=[CH:7]1)(=[O:3])=[O:4]. The yield is 0.310. (2) The reactants are [Cl:1][C:2]1[N:3]([S:15]([C:18]2[CH:23]=[CH:22][CH:21]=[CH:20][CH:19]=2)(=[O:17])=[O:16])[C:4]([C:9]2[CH:14]=[CH:13][CH:12]=[CH:11][CH:10]=2)=[CH:5][C:6]=1[CH:7]=O.CO.[CH3:26][NH2:27].[BH4-].[Na+].Cl.C(=O)([O-])O.[Na+]. The catalyst is CO. The product is [ClH:1].[Cl:1][C:2]1[N:3]([S:15]([C:18]2[CH:23]=[CH:22][CH:21]=[CH:20][CH:19]=2)(=[O:17])=[O:16])[C:4]([C:9]2[CH:14]=[CH:13][CH:12]=[CH:11][CH:10]=2)=[CH:5][C:6]=1[CH2:7][NH:27][CH3:26]. The yield is 0.610. (3) The reactants are [CH2:1]1[CH2:6][CH2:5][C:4]([CH2:11][NH2:12])([CH2:7][C:8]([OH:10])=[O:9])[CH2:3][CH2:2]1.[CH2:13](O)[CH:14]=[CH2:15].S(Cl)([Cl:19])=O. The catalyst is C(OCC)C. The product is [ClH:19].[NH2:12][CH2:11][C:4]1([CH2:7][C:8]([O:10][CH2:15][CH:14]=[CH2:13])=[O:9])[CH2:3][CH2:2][CH2:1][CH2:6][CH2:5]1. The yield is 0.880. (4) The reactants are [Br:1][C:2]1[CH:3]=[C:4]([NH2:8])[CH:5]=[N:6][CH:7]=1.N1C=CC=CC=1.[F:15][C:16]1[CH:21]=[C:20]([O:22][CH3:23])[CH:19]=[CH:18][C:17]=1[S:24](Cl)(=[O:26])=[O:25]. The catalyst is ClCCl. The product is [Br:1][C:2]1[CH:3]=[C:4]([NH:8][S:24]([C:17]2[CH:18]=[CH:19][C:20]([O:22][CH3:23])=[CH:21][C:16]=2[F:15])(=[O:25])=[O:26])[CH:5]=[N:6][CH:7]=1. The yield is 0.760. (5) The reactants are C(OC([N:8]([CH3:75])[C@@H:9]([CH3:74])[C:10]([NH:12][C@@H:13]([C:70]([CH3:73])([CH3:72])[CH3:71])[C:14]([N:16]1[C@H:25]([C:26](=[O:38])[NH:27][C@H:28]2[C:37]3[C:32](=[CH:33][CH:34]=[CH:35][CH:36]=3)[CH2:31][CH2:30][CH2:29]2)[CH2:24][C:23]2[C:18](=[CH:19][C:20]([C:39]([NH:41][C@@H:42]3[CH2:46][N:45]([C:47](OCC4C=CC=CC=4)=[O:48])[C@H:44]([C:57](=[O:69])[NH:58][C@H:59]4[C:68]5[C:63](=[CH:64][CH:65]=[CH:66][CH:67]=5)[CH2:62][CH2:61][CH2:60]4)[CH2:43]3)=[O:40])=[CH:21][CH:22]=2)[CH2:17]1)=[O:15])=[O:11])=O)(C)(C)C. The catalyst is CO.[OH-].[OH-].[Pd+2]. The product is [CH3:71][C:70]([CH3:73])([CH3:72])[C@H:13]([NH:12][C:10](=[O:11])[C@@H:9]([NH:8][CH3:75])[CH3:74])[C:14]([N:16]1[C@H:25]([C:26]([NH:27][C@H:28]2[C:37]3[C:32](=[CH:33][CH:34]=[CH:35][CH:36]=3)[CH2:31][CH2:30][CH2:29]2)=[O:38])[CH2:24][C:23]2[C:18](=[CH:19][C:20]([C:39]([NH:41][C@H:42]3[CH2:43][C@@H:44]([C:57](=[O:69])[NH:58][C@H:59]4[C:68]5[C:63](=[CH:64][CH:65]=[CH:66][CH:67]=5)[CH2:62][CH2:61][CH2:60]4)[N:45]([C:47](=[O:48])[C@@H:13]([NH:12][C:10](=[O:11])[C@@H:9]([NH:8][CH3:75])[CH3:74])[C:70]([CH3:71])([CH3:73])[CH3:72])[CH2:46]3)=[O:40])=[CH:21][CH:22]=2)[CH2:17]1)=[O:15]. The yield is 0.520. (6) The catalyst is CCCCCC. The product is [Br:11][C:12]1[CH:13]=[C:14]([CH:18]([N:25]2[CH:29]=[C:28]([C:30]3[C:31]4[CH:38]=[CH:37][N:36]([CH2:39][O:40][CH2:41][CH2:42][Si:43]([CH3:44])([CH3:46])[CH3:45])[C:32]=4[N:33]=[CH:34][N:35]=3)[CH:27]=[N:26]2)[CH2:19][CH:20]=[O:21])[CH:15]=[CH:16][CH:17]=1. The reactants are [H-].C([Al+]CC(C)C)C(C)C.[Br:11][C:12]1[CH:13]=[C:14]([CH:18]([N:25]2[CH:29]=[C:28]([C:30]3[C:31]4[CH:38]=[CH:37][N:36]([CH2:39][O:40][CH2:41][CH2:42][Si:43]([CH3:46])([CH3:45])[CH3:44])[C:32]=4[N:33]=[CH:34][N:35]=3)[CH:27]=[N:26]2)[CH2:19][C:20](OCC)=[O:21])[CH:15]=[CH:16][CH:17]=1.C(Cl)Cl. The yield is 0.700. (7) The reactants are [CH2:1]([NH:4][C:5]([N:7]([CH2:16][C:17]1[CH:22]=[CH:21][C:20]([CH3:23])=[CH:19][CH:18]=1)[NH:8]C(OC(C)(C)C)=O)=[O:6])[CH2:2][CH3:3].[CH3:24][S:25]([OH:28])(=[O:27])=[O:26]. The catalyst is ClCCl. The product is [CH3:24][S:25]([OH:28])(=[O:27])=[O:26].[CH2:1]([NH:4][C:5]([N:7]([CH2:16][C:17]1[CH:22]=[CH:21][C:20]([CH3:23])=[CH:19][CH:18]=1)[NH2:8])=[O:6])[CH2:2][CH3:3]. The yield is 0.690. (8) The reactants are [N+:1]([C:4]1[CH:9]=[C:8]([C:10]2[CH:15]=[CH:14][CH:13]=[C:12]([NH:16][C:17](=[O:22])[C:18]([F:21])([F:20])[F:19])[CH:11]=2)[CH:7]=[CH:6][C:5]=1[CH:23](C(OC)=O)[C:24]([O:26]C)=[O:25])([O-:3])=[O:2]. The catalyst is Cl. The product is [N+:1]([C:4]1[CH:9]=[C:8]([C:10]2[CH:15]=[CH:14][CH:13]=[C:12]([NH:16][C:17](=[O:22])[C:18]([F:19])([F:20])[F:21])[CH:11]=2)[CH:7]=[CH:6][C:5]=1[CH2:23][C:24]([OH:26])=[O:25])([O-:3])=[O:2]. The yield is 0.730. (9) The reactants are [Cl:1][C:2]1[CH:7]=[C:6](I)[C:5]([Cl:9])=[CH:4][N:3]=1.[NH2:10][C:11]1[CH:18]=[CH:17][CH:16]=[CH:15][C:12]=1[C:13]#[N:14].[O-]P(OP(OP([O-])([O-])=O)([O-])=O)(=O)[O-].[K+].[K+].[K+].[K+].[K+].N#N.C1C=CC(P(C2C(OC3C(P(C4C=CC=CC=4)C4C=CC=CC=4)=CC=CC=3)=CC=CC=2)C2C=CC=CC=2)=CC=1. The catalyst is O1CCOCC1.C([O-])(=O)C.[Pd+2].C([O-])(=O)C. The product is [Cl:1][C:2]1[CH:7]=[C:6]([NH:10][C:11]2[CH:18]=[CH:17][CH:16]=[CH:15][C:12]=2[C:13]#[N:14])[C:5]([Cl:9])=[CH:4][N:3]=1. The yield is 0.790. (10) The reactants are [F:1][C:2]1[CH:7]=[C:6]([CH3:8])[CH:5]=[C:4]([N+:9]([O-])=O)[C:3]=1[OH:12].[H][H]. The catalyst is C(O)C.[Pd]. The product is [F:1][C:2]1[CH:7]=[C:6]([CH3:8])[CH:5]=[C:4]([NH2:9])[C:3]=1[OH:12]. The yield is 0.760.